From a dataset of Forward reaction prediction with 1.9M reactions from USPTO patents (1976-2016). Predict the product of the given reaction. (1) Given the reactants [C:1]([OH:20])(=[O:19])[CH2:2][CH2:3][CH2:4][CH2:5][CH2:6][CH2:7][CH2:8][CH2:9][CH2:10][CH2:11][CH2:12][CH2:13][CH2:14][CH2:15][C:16]([OH:18])=[O:17].[C:21](OC(O[C:21]([CH3:24])([CH3:23])[CH3:22])N(C)C)([CH3:24])([CH3:23])[CH3:22], predict the reaction product. The product is: [C:21]([O:17][C:16](=[O:18])[CH2:15][CH2:14][CH2:13][CH2:12][CH2:11][CH2:10][CH2:9][CH2:8][CH2:7][CH2:6][CH2:5][CH2:4][CH2:3][CH2:2][C:1]([OH:20])=[O:19])([CH3:24])([CH3:23])[CH3:22]. (2) Given the reactants Br[C:2]1[C:3]([CH3:12])=[CH:4][C:5]([C:8]([OH:11])([CH3:10])[CH3:9])=[N:6][CH:7]=1.[CH3:13][Sn:14]([CH3:20])([CH3:19])[Sn:14]([CH3:20])([CH3:19])[CH3:13], predict the reaction product. The product is: [CH3:12][C:3]1[C:2]([Sn:14]([CH3:20])([CH3:19])[CH3:13])=[CH:7][N:6]=[C:5]([C:8]([OH:11])([CH3:10])[CH3:9])[CH:4]=1. (3) Given the reactants [CH3:1][C:2]1[CH:7]=[C:6]([N+:8]([O-:10])=[O:9])[CH:5]=[CH:4][C:3]=1[N:11]=[C:12]1[S:16][CH2:15][C:14]2([CH2:20][CH2:19][CH2:18][CH2:17]2)[NH:13]1.[CH2:21](Br)[CH:22]([CH3:24])[CH3:23], predict the reaction product. The product is: [CH2:21]([N:13]1[C:14]2([CH2:17][CH2:18][CH2:19][CH2:20]2)[CH2:15][S:16][C:12]1=[N:11][C:3]1[CH:4]=[CH:5][C:6]([N+:8]([O-:10])=[O:9])=[CH:7][C:2]=1[CH3:1])[CH:22]([CH3:24])[CH3:23]. (4) Given the reactants Cl.[Cl:2][C:3]1[CH:4]=[C:5]([CH:19]=[CH:20][C:21]=1[Cl:22])[CH2:6][N:7]1[CH2:12][CH2:11][O:10][C@@H:9]([CH2:13][NH:14][C:15](=[O:18])[CH2:16]Cl)[CH2:8]1.[CH2:23]([O:25][C:26]([C:28]1[N:29]=[C:30]([SH:33])[S:31][CH:32]=1)=[O:27])[CH3:24].C(=O)([O-])[O-].[K+].[K+].O, predict the reaction product. The product is: [Cl:2][C:3]1[CH:4]=[C:5]([CH:19]=[CH:20][C:21]=1[Cl:22])[CH2:6][N:7]1[CH2:12][CH2:11][O:10][C@@H:9]([CH2:13][NH:14][C:15](=[O:18])[CH2:16][S:33][C:30]2[S:31][CH:32]=[C:28]([C:26]([O:25][CH2:23][CH3:24])=[O:27])[N:29]=2)[CH2:8]1. (5) Given the reactants C1C=CC(P(C2C=CC3C(=CC=CC=3)C=2C2C3C(=CC=CC=3)C=CC=2P(C2C=CC=CC=2)C2C=CC=CC=2)C2C=CC=CC=2)=CC=1.Cl.Cl.[CH3:49][Si:50]([CH3:77])([CH3:76])[CH2:51][CH2:52][O:53][CH2:54][N:55]1[C:59]2[N:60]=[CH:61][N:62]=[C:63]([C:64]3[CH:65]=[N:66][N:67]([C:69]4([CH2:73][C:74]#[N:75])[CH2:72][NH:71][CH2:70]4)[CH:68]=3)[C:58]=2[CH:57]=[CH:56]1.Cl[C:79]1[C:93]([F:94])=[CH:92][C:82]([C:83]([NH:85][C@@H:86]([CH3:91])[C:87]([F:90])([F:89])[F:88])=[O:84])=[C:81]([F:95])[CH:80]=1.C(=O)([O-])[O-].[Cs+].[Cs+], predict the reaction product. The product is: [C:74]([CH2:73][C:69]1([N:67]2[CH:68]=[C:64]([C:63]3[C:58]4[CH:57]=[CH:56][N:55]([CH2:54][O:53][CH2:52][CH2:51][Si:50]([CH3:76])([CH3:49])[CH3:77])[C:59]=4[N:60]=[CH:61][N:62]=3)[CH:65]=[N:66]2)[CH2:70][N:71]([C:79]2[C:93]([F:94])=[CH:92][C:82]([C:83]([NH:85][C@@H:86]([CH3:91])[C:87]([F:90])([F:88])[F:89])=[O:84])=[C:81]([F:95])[CH:80]=2)[CH2:72]1)#[N:75]. (6) Given the reactants [CH3:1][C:2]1[N:12]=[CH:11][C:10]([CH3:13])=[CH:9][C:3]=1[C:4]([O:6][CH2:7][CH3:8])=[O:5].[Cl:14]N1C(=O)N(Cl)C(=O)N(Cl)C1=O, predict the reaction product. The product is: [Cl:14][CH2:1][C:2]1[N:12]=[CH:11][C:10]([CH3:13])=[CH:9][C:3]=1[C:4]([O:6][CH2:7][CH3:8])=[O:5]. (7) Given the reactants [F:1][C:2]1[CH:3]=[C:4]([C@H:8]2[O:12][C:11](=[O:13])[NH:10][C@@H:9]2[C:14]2[C:15]([O:28][CH3:29])=[N:16][CH:17]=[C:18]([C:20]#[C:21][C:22]3[CH:27]=[CH:26][CH:25]=[CH:24][CH:23]=3)[CH:19]=2)[CH:5]=[CH:6][CH:7]=1.[F:30]C1C=CC(F)=CC=1[C@H]1OC(=O)N[C@@H]1C1C(F)=NC=C(C#CC2C=CC=CC=2)C=1, predict the reaction product. The product is: [F:30][C:5]1[CH:6]=[CH:7][C:2]([F:1])=[CH:3][C:4]=1[C@H:8]1[O:12][C:11](=[O:13])[NH:10][C@@H:9]1[C:14]1[C:15]([O:28][CH3:29])=[N:16][CH:17]=[C:18]([C:20]#[C:21][C:22]2[CH:23]=[CH:24][CH:25]=[CH:26][CH:27]=2)[CH:19]=1. (8) Given the reactants C[O:2][C:3](=[O:24])[C:4]1[CH:9]=[C:8]([C:10]2[S:11][CH:12]=[C:13]([C:15]3[CH:20]=[CH:19][C:18]([Cl:21])=[C:17]([Cl:22])[CH:16]=3)[N:14]=2)[CH:7]=[CH:6][C:5]=1Br.[CH3:25][C:26]1[CH:31]=[CH:30][CH:29]=[CH:28][C:27]=1B(O)O, predict the reaction product. The product is: [Cl:22][C:17]1[CH:16]=[C:15]([C:13]2[N:14]=[C:10]([C:8]3[CH:9]=[C:4]([C:3]([OH:2])=[O:24])[C:5]([C:27]4[CH:28]=[CH:29][CH:30]=[CH:31][C:26]=4[CH3:25])=[CH:6][CH:7]=3)[S:11][CH:12]=2)[CH:20]=[CH:19][C:18]=1[Cl:21]. (9) The product is: [CH2:1]([O:3][C:4]([C:6]1([C:9]2[CH:10]=[CH:11][C:12]([C:15]3[CH:20]=[CH:19][C:18]([C:21]4[O:25][N:24]=[C:23]([CH3:26])[C:22]=4[CH2:27][NH:28][C:37](=[O:38])[CH:36]([O:29][C:30]4[CH:31]=[CH:32][CH:33]=[CH:34][CH:35]=4)[CH3:40])=[CH:17][CH:16]=3)=[CH:13][CH:14]=2)[CH2:8][CH2:7]1)=[O:5])[CH3:2]. Given the reactants [CH2:1]([O:3][C:4]([C:6]1([C:9]2[CH:14]=[CH:13][C:12]([C:15]3[CH:20]=[CH:19][C:18]([C:21]4[O:25][N:24]=[C:23]([CH3:26])[C:22]=4[CH2:27][NH2:28])=[CH:17][CH:16]=3)=[CH:11][CH:10]=2)[CH2:8][CH2:7]1)=[O:5])[CH3:2].[O:29]([CH:36]([CH3:40])[C:37](Cl)=[O:38])[C:30]1[CH:35]=[CH:34][CH:33]=[CH:32][CH:31]=1, predict the reaction product. (10) Given the reactants [CH2:1]([N:3]([CH2:23][CH2:24][CH2:25][CH2:26][CH2:27][CH2:28][OH:29])[C:4]1[CH:9]=[CH:8][C:7](/[N:10]=[N:11]/[C:12]2[CH:19]=[CH:18][C:17]([N+:20]([O-:22])=[O:21])=[CH:16][C:13]=2[C:14]#[N:15])=[CH:6][CH:5]=1)[CH3:2].[C:30](Cl)(=[O:33])[CH:31]=[CH2:32].C(OCC)(=O)C, predict the reaction product. The product is: [C:30]([O:29][CH2:28][CH2:27][CH2:26][CH2:25][CH2:24][CH2:23][N:3]([C:4]1[CH:5]=[CH:6][C:7](/[N:10]=[N:11]/[C:12]2[CH:19]=[CH:18][C:17]([N+:20]([O-:22])=[O:21])=[CH:16][C:13]=2[C:14]#[N:15])=[CH:8][CH:9]=1)[CH2:1][CH3:2])(=[O:33])[CH:31]=[CH2:32].